From a dataset of Forward reaction prediction with 1.9M reactions from USPTO patents (1976-2016). Predict the product of the given reaction. The product is: [CH3:1][O:2][C:3]1[CH:4]=[C:5]2[C:10](=[CH:11][C:12]=1[O:13][CH3:14])[N:9]=[CH:8][N:7]=[C:6]2[O:15][C:16]1[C:22]([CH3:23])=[CH:21][C:19]([NH:20][C:29](=[O:35])[O:28][CH:26]2[CH2:41][CH2:42][CH2:37][CH2:38][CH2:39]2)=[C:18]([CH3:24])[CH:17]=1. Given the reactants [CH3:1][O:2][C:3]1[CH:4]=[C:5]2[C:10](=[CH:11][C:12]=1[O:13][CH3:14])[N:9]=[CH:8][N:7]=[C:6]2[O:15][C:16]1[C:22]([CH3:23])=[CH:21][C:19]([NH2:20])=[C:18]([CH3:24])[CH:17]=1.Cl[C:26](Cl)([O:28][C:29](=[O:35])OC(Cl)(Cl)Cl)Cl.[CH:37]1(O)[CH2:42][CH2:41]C[CH2:39][CH2:38]1.C(=O)(O)[O-].[Na+], predict the reaction product.